Predict the reactants needed to synthesize the given product. From a dataset of Full USPTO retrosynthesis dataset with 1.9M reactions from patents (1976-2016). (1) The reactants are: [Br:1][C:2]1[CH:10]=[C:9](/[CH:11]=[CH:12]/[CH:13]([C:18]2[CH:23]=[C:22]([Cl:24])[C:21]([Cl:25])=[C:20]([Cl:26])[CH:19]=2)[C:14]([F:17])([F:16])[F:15])[CH:8]=[CH:7][C:3]=1[C:4](O)=[O:5].ClCCCl.CCN=C=NCCCN(C)C.Cl.Cl.[F:44][C:45]([F:53])([F:52])[CH2:46][NH:47][C:48]([NH:50][NH2:51])=[O:49]. Given the product [Br:1][C:2]1[CH:10]=[C:9](/[CH:11]=[CH:12]/[CH:13]([C:18]2[CH:19]=[C:20]([Cl:26])[C:21]([Cl:25])=[C:22]([Cl:24])[CH:23]=2)[C:14]([F:17])([F:16])[F:15])[CH:8]=[CH:7][C:3]=1[C:4]([NH:51][NH:50][C:48]([NH:47][CH2:46][C:45]([F:53])([F:52])[F:44])=[O:49])=[O:5], predict the reactants needed to synthesize it. (2) Given the product [CH3:25][O:24][C:21]1[CH:22]=[CH:23][C:18]2[O:17][CH2:16][C:15](=[O:26])[N:14]([CH2:13][CH:12]=[O:11])[C:19]=2[CH:20]=1, predict the reactants needed to synthesize it. The reactants are: C(Cl)(=O)C(Cl)=O.CS(C)=O.[OH:11][CH2:12][CH2:13][N:14]1[C:19]2[CH:20]=[C:21]([O:24][CH3:25])[CH:22]=[CH:23][C:18]=2[O:17][CH2:16][C:15]1=[O:26].C(N(CC)CC)C. (3) Given the product [CH2:1]([O:8][C:9]1[CH:10]=[C:11]([CH2:15][CH2:16][N:17]([CH:18]2[CH2:22][CH2:21][O:20][CH2:19]2)[CH2:31][C:32]([N:34]([CH3:36])[CH3:35])=[O:33])[CH:12]=[CH:13][CH:14]=1)[C:2]1[CH:7]=[CH:6][CH:5]=[CH:4][CH:3]=1, predict the reactants needed to synthesize it. The reactants are: [CH2:1]([O:8][C:9]1[CH:10]=[C:11]([CH2:15][CH2:16][NH:17][CH:18]2[CH2:22][CH2:21][O:20][CH2:19]2)[CH:12]=[CH:13][CH:14]=1)[C:2]1[CH:7]=[CH:6][CH:5]=[CH:4][CH:3]=1.C(N(CC)CC)C.Cl[CH2:31][C:32]([N:34]([CH3:36])[CH3:35])=[O:33]. (4) Given the product [CH:23]([O:25][CH2:26][CH2:27][O:28][NH:29][C:3]([C:5]1[CH:6]=[CH:7][C:8]2[N:9]([CH:20]=[N:21][CH:22]=2)[C:10]=1[NH:11][C:12]1[CH:17]=[CH:16][C:15]([I:18])=[CH:14][C:13]=1[F:19])=[O:4])=[CH2:24], predict the reactants needed to synthesize it. The reactants are: CO[C:3]([C:5]1[CH:6]=[CH:7][C:8]2[N:9]([CH:20]=[N:21][CH:22]=2)[C:10]=1[NH:11][C:12]1[CH:17]=[CH:16][C:15]([I:18])=[CH:14][C:13]=1[F:19])=[O:4].[CH:23]([O:25][CH2:26][CH2:27][O:28][NH2:29])=[CH2:24].C[Si]([N-][Si](C)(C)C)(C)C.[Li+]. (5) The reactants are: [NH2:1][C:2]1[C:7]([C:8]([NH:10][NH:11][C:12]([C:14]2[CH:19]=[CH:18][C:17]([CH2:20][N:21]([CH3:29])[C:22](=[O:28])[O:23][C:24]([CH3:27])([CH3:26])[CH3:25])=[CH:16][CH:15]=2)=O)=[O:9])=[CH:6][C:5]([Br:30])=[CH:4][N:3]=1.CCN(C(C)C)C(C)C.BrP(Br)(C1C=CC=CC=1)(C1C=CC=CC=1)C1C=CC=CC=1. Given the product [NH2:1][C:2]1[C:7]([C:8]2[O:9][C:12]([C:14]3[CH:19]=[CH:18][C:17]([CH2:20][N:21]([CH3:29])[C:22](=[O:28])[O:23][C:24]([CH3:26])([CH3:27])[CH3:25])=[CH:16][CH:15]=3)=[N:11][N:10]=2)=[CH:6][C:5]([Br:30])=[CH:4][N:3]=1, predict the reactants needed to synthesize it. (6) Given the product [C:5]([C:9]1[CH:1]=[C:23]([CH3:24])[C:12](=[C:11]([CH3:10])[CH3:14])[CH:13]=1)([CH3:6])([CH3:7])[CH3:8], predict the reactants needed to synthesize it. The reactants are: [CH3:1]C(C)=O.[C:5]([C:9]1[CH2:13][CH:12]=[C:11]([CH3:14])[CH:10]=1)([CH3:8])([CH3:7])[CH3:6].N1CCCC1.C(O[CH2:23][CH3:24])C. (7) Given the product [CH3:22][O:23][C:24]1[N:25]=[CH:26][C:27]([NH:30][C:2]2[CH:11]=[C:10]([NH:12][CH:13]3[CH2:19][CH:18]4[N:20]([CH3:21])[CH:15]([CH2:16][CH2:17]4)[CH2:14]3)[C:5]([C:6]([O:8][CH3:9])=[O:7])=[CH:4][N:3]=2)=[N:28][CH:29]=1, predict the reactants needed to synthesize it. The reactants are: Cl[C:2]1[CH:11]=[C:10]([NH:12][CH:13]2[CH2:19][CH:18]3[N:20]([CH3:21])[CH:15]([CH2:16][CH2:17]3)[CH2:14]2)[C:5]([C:6]([O:8][CH3:9])=[O:7])=[CH:4][N:3]=1.[CH3:22][O:23][C:24]1[N:25]=[CH:26][C:27]([NH2:30])=[N:28][CH:29]=1.C(=O)([O-])[O-].[Cs+].[Cs+].C1(P(C2C=CC=CC=2)C2C3OC4C(=CC=CC=4P(C4C=CC=CC=4)C4C=CC=CC=4)C(C)(C)C=3C=CC=2)C=CC=CC=1. (8) Given the product [CH3:23][N:24]1[CH:28]=[C:27]([NH:29][C:2]2[N:3]=[C:4]([NH:11][C@@H:12]3[CH2:17][CH2:16][C@H:15]([NH:18][C:19](=[O:22])[CH:20]=[CH2:21])[CH2:14][CH2:13]3)[C:5]3[CH:10]=[CH:9][S:8][C:6]=3[N:7]=2)[CH:26]=[N:25]1, predict the reactants needed to synthesize it. The reactants are: Cl[C:2]1[N:3]=[C:4]([NH:11][C@@H:12]2[CH2:17][CH2:16][C@H:15]([NH:18][C:19](=[O:22])[CH:20]=[CH2:21])[CH2:14][CH2:13]2)[C:5]2[CH:10]=[CH:9][S:8][C:6]=2[N:7]=1.[CH3:23][N:24]1[CH:28]=[C:27]([NH2:29])[CH:26]=[N:25]1.FC(F)(F)C(O)=O. (9) Given the product [Cl:1][C:2]1[C:3]([C:33]([C:36]#[N:37])([CH3:34])[CH3:35])=[CH:4][C:5]([O:30][CH2:31][CH3:32])=[C:6]([C:8]2[N:9]([C:27]([N:51]3[CH2:52][CH2:53][N:48]([CH2:47][C:46]([NH:45][CH:43]([CH3:44])[CH2:42][O:41][CH3:40])=[O:54])[CH2:49][CH2:50]3)=[O:28])[C@H:10]([C:20]3[CH:21]=[CH:22][C:23]([Cl:26])=[CH:24][CH:25]=3)[C@H:11]([C:13]3[CH:14]=[CH:15][C:16]([Cl:19])=[CH:17][CH:18]=3)[N:12]=2)[CH:7]=1, predict the reactants needed to synthesize it. The reactants are: [Cl:1][C:2]1[C:3]([C:33]([C:36]#[N:37])([CH3:35])[CH3:34])=[CH:4][C:5]([O:30][CH2:31][CH3:32])=[C:6]([C:8]2[N:9]([C:27](Cl)=[O:28])[C@H:10]([C:20]3[CH:25]=[CH:24][C:23]([Cl:26])=[CH:22][CH:21]=3)[C@H:11]([C:13]3[CH:18]=[CH:17][C:16]([Cl:19])=[CH:15][CH:14]=3)[N:12]=2)[CH:7]=1.Cl.Cl.[CH3:40][O:41][CH2:42][CH:43]([NH:45][C:46](=[O:54])[CH2:47][N:48]1[CH2:53][CH2:52][NH:51][CH2:50][CH2:49]1)[CH3:44].